Dataset: Reaction yield outcomes from USPTO patents with 853,638 reactions. Task: Predict the reaction yield, written as a fraction of the theoretical maximum amount of product (1.0 means a 100% yield; for example, 0.34 means a 34% yield). The reactants are [CH3:1][O:2][CH2:3][CH2:4][O:5][CH2:6][O:7][C:8]1[CH:13]=[CH:12][CH:11]=[CH:10][C:9]=1[N:14]1[CH2:19][CH2:18][N:17]([CH2:20][C:21]([NH:23][C:24]2[CH:29]=[CH:28][CH:27]=[CH:26][N:25]=2)=O)[CH2:16][CH2:15]1.[H-].[H-].[H-].[H-].[Li+].[Al+3]. The catalyst is C1COCC1. The product is [CH3:1][O:2][CH2:3][CH2:4][O:5][CH2:6][O:7][C:8]1[CH:13]=[CH:12][CH:11]=[CH:10][C:9]=1[N:14]1[CH2:19][CH2:18][N:17]([CH2:20][CH2:21][NH:23][C:24]2[CH:29]=[CH:28][CH:27]=[CH:26][N:25]=2)[CH2:16][CH2:15]1. The yield is 0.400.